Task: Predict the product of the given reaction.. Dataset: Forward reaction prediction with 1.9M reactions from USPTO patents (1976-2016) (1) Given the reactants [CH3:1][NH:2][C:3]1[CH:4]=[C:5]([C:9]2[CH:14]=[CH:13][C:12]([CH2:15][CH:16]3[S:20][C:19](=[O:21])[NH:18][C:17]3=[O:22])=[CH:11][CH:10]=2)[CH:6]=[CH:7][CH:8]=1.[CH2:23]([O:29][C:30]1[CH:35]=[CH:34][C:33]([N:36]=[C:37]=[O:38])=[CH:32][CH:31]=1)[CH2:24][CH2:25][CH2:26][CH2:27][CH3:28].Cl, predict the reaction product. The product is: [O:21]=[C:19]1[NH:18][C:17](=[O:22])[CH:16]([CH2:15][C:12]2[CH:11]=[CH:10][C:9]([C:5]3[CH:6]=[CH:7][CH:8]=[C:3]([N:2]([CH3:1])[C:37]([NH:36][C:33]4[CH:32]=[CH:31][C:30]([O:29][CH2:23][CH2:24][CH2:25][CH2:26][CH2:27][CH3:28])=[CH:35][CH:34]=4)=[O:38])[CH:4]=3)=[CH:14][CH:13]=2)[S:20]1. (2) Given the reactants [CH3:1][O:2][C:3]1([O:19][CH3:20])[CH2:7][N:6]([C:8]([C:10]2[CH:15]=[CH:14][CH:13]=[CH:12][CH:11]=2)=[O:9])[C@@H:5]2[CH2:16][CH2:17][NH:18][C@H:4]12.[C:21]([NH:31][C@H:32]([C:37](F)=[O:38])[CH2:33][CH:34]([CH3:36])[CH3:35])([O:23][CH2:24][C:25]1[CH:30]=[CH:29][CH:28]=[CH:27][CH:26]=1)=[O:22], predict the reaction product. The product is: [CH2:24]([O:23][C:21](=[O:22])[NH:31][C@H:32]([C:37]([N:18]1[CH2:17][CH2:16][C@H:5]2[N:6]([C:8](=[O:9])[C:10]3[CH:15]=[CH:14][CH:13]=[CH:12][CH:11]=3)[CH2:7][C:3]([O:2][CH3:1])([O:19][CH3:20])[C@@H:4]12)=[O:38])[CH2:33][CH:34]([CH3:36])[CH3:35])[C:25]1[CH:30]=[CH:29][CH:28]=[CH:27][CH:26]=1. (3) Given the reactants C[O:2][C:3]([C:5]1[S:6][C:7]([NH2:10])=[CH:8][CH:9]=1)=O.[NH4+:11].[OH-], predict the reaction product. The product is: [NH2:10][C:7]1[S:6][C:5]([C:3]([NH2:11])=[O:2])=[CH:9][CH:8]=1. (4) Given the reactants [CH2:1]([N:8]1[C:16]2[C:11](=[C:12]([C:17]3[CH:22]=[CH:21][C:20]([O:23][C:24]([F:27])([F:26])[F:25])=[CH:19][CH:18]=3)[CH:13]=[CH:14][CH:15]=2)[C:10]([C:28](=[O:34])[C:29]([O:31]CC)=[O:30])=[CH:9]1)[C:2]1[CH:7]=[CH:6][CH:5]=[CH:4][CH:3]=1.[OH-].[K+], predict the reaction product. The product is: [CH2:1]([N:8]1[C:16]2[C:11](=[C:12]([C:17]3[CH:22]=[CH:21][C:20]([O:23][C:24]([F:27])([F:25])[F:26])=[CH:19][CH:18]=3)[CH:13]=[CH:14][CH:15]=2)[C:10]([C:28](=[O:34])[C:29]([OH:31])=[O:30])=[CH:9]1)[C:2]1[CH:3]=[CH:4][CH:5]=[CH:6][CH:7]=1. (5) Given the reactants [NH2:1][NH:2][C:3]([C:5]1[CH:10]=[CH:9][CH:8]=[CH:7][N:6]=1)=[NH:4].[CH3:11][O:12][C:13]1[CH:14]=[C:15]([CH:18]=[CH:19][CH:20]=1)[CH:16]=O, predict the reaction product. The product is: [CH3:11][O:12][C:13]1[CH:14]=[C:15]([C:16]2[NH:1][N:2]=[C:3]([C:5]3[CH:10]=[CH:9][CH:8]=[CH:7][N:6]=3)[N:4]=2)[CH:18]=[CH:19][CH:20]=1. (6) Given the reactants [CH:1]1([C:4]([N:6]2[CH2:10][CH2:9][C@@H:8]([CH2:11][N:12]3[C:18](=[O:19])[C:15]4([CH2:17][CH2:16]4)[N:14]=[C:13]3[C:20]3[CH:25]=[CH:24][C:23]([C:26]4[CH:31]=[CH:30][C:29]([OH:32])=[CH:28][CH:27]=4)=[CH:22][CH:21]=3)[CH2:7]2)=[O:5])[CH2:3][CH2:2]1.[F:33][C:34]([F:47])([F:46])[S:35](O[S:35]([C:34]([F:47])([F:46])[F:33])(=[O:37])=[O:36])(=[O:37])=[O:36], predict the reaction product. The product is: [F:33][C:34]([F:47])([F:46])[S:35]([O:32][C:29]1[CH:30]=[CH:31][C:26]([C:23]2[CH:22]=[CH:21][C:20]([C:13]3[N:12]([CH2:11][C@@H:8]4[CH2:9][CH2:10][N:6]([C:4]([CH:1]5[CH2:3][CH2:2]5)=[O:5])[CH2:7]4)[C:18](=[O:19])[C:15]4([CH2:16][CH2:17]4)[N:14]=3)=[CH:25][CH:24]=2)=[CH:27][CH:28]=1)(=[O:37])=[O:36]. (7) Given the reactants [NH2:1][C:2]1[C:3]([CH3:12])=[C:4]([CH:9]=[CH:10][CH:11]=1)[C:5]([O:7][CH3:8])=[O:6].[Cl:13]N1C(=O)CCC1=O, predict the reaction product. The product is: [NH2:1][C:2]1[C:3]([CH3:12])=[C:4]([C:9]([Cl:13])=[CH:10][CH:11]=1)[C:5]([O:7][CH3:8])=[O:6].